This data is from Forward reaction prediction with 1.9M reactions from USPTO patents (1976-2016). The task is: Predict the product of the given reaction. (1) Given the reactants [BH4-].[Na+].[O:3]=[C:4]1[CH2:9][N:8]([C:10]([O:12][C:13]([CH3:16])([CH3:15])[CH3:14])=[O:11])[C@H:7]([C:17]([O:19][CH2:20][CH3:21])=[O:18])[CH2:6][CH2:5]1, predict the reaction product. The product is: [OH:3][C@@H:4]1[CH2:9][N:8]([C:10]([O:12][C:13]([CH3:14])([CH3:15])[CH3:16])=[O:11])[C@H:7]([C:17]([O:19][CH2:20][CH3:21])=[O:18])[CH2:6][CH2:5]1. (2) Given the reactants [Cl:1][C:2]1[CH:23]=[C:22]([CH:24]=CC)[C:5]2[O:6][CH:7]([CH2:10][O:11][S:12]([C:15]3[CH:20]=[CH:19][C:18]([CH3:21])=[CH:17][CH:16]=3)(=[O:14])=[O:13])[CH2:8][O:9][C:4]=2[CH:3]=1.I([O-])(=O)(=O)=[O:28].[Na+], predict the reaction product. The product is: [Cl:1][C:2]1[CH:23]=[C:22]([CH:24]=[O:28])[C:5]2[O:6][CH:7]([CH2:10][O:11][S:12]([C:15]3[CH:16]=[CH:17][C:18]([CH3:21])=[CH:19][CH:20]=3)(=[O:13])=[O:14])[CH2:8][O:9][C:4]=2[CH:3]=1. (3) Given the reactants [C:1]([C:4]1[CH:9]([C:10]2[CH:15]=[CH:14][C:13]([F:16])=[C:12]([F:17])[CH:11]=2)[N:8]([C:18]([NH:20][CH2:21][CH2:22][CH2:23][C:24](O)=[O:25])=[O:19])[C:7](=[O:27])[NH:6][C:5]=1[CH3:28])(=[O:3])C.[C:29]([O:33][C:34]([N:36]1[CH2:41][CH2:40][CH:39]([C:42]2[CH:47]=[CH:46][CH:45]=[C:44]([NH2:48])[CH:43]=2)[CH2:38][CH2:37]1)=[O:35])([CH3:32])([CH3:31])[CH3:30].Cl.CN(C)CCCN=C=NCC.C(Cl)Cl.CN([CH:67]=[O:68])C, predict the reaction product. The product is: [C:29]([O:33][C:34]([N:36]1[CH2:41][CH2:40][CH:39]([C:42]2[CH:47]=[CH:46][CH:45]=[C:44]([NH:48][C:24](=[O:25])[CH2:23][CH2:22][CH2:21][NH:20][C:18]([N:8]3[CH:9]([C:10]4[CH:15]=[CH:14][C:13]([F:16])=[C:12]([F:17])[CH:11]=4)[C:4]([C:1]([O:68][CH3:67])=[O:3])=[C:5]([CH3:28])[NH:6][C:7]3=[O:27])=[O:19])[CH:43]=2)[CH2:38][CH2:37]1)=[O:35])([CH3:32])([CH3:30])[CH3:31]. (4) Given the reactants Br[C:2]1[CH:7]=[CH:6][C:5]([N:8]([CH3:27])[C:9]([N:11]2[CH2:16][CH2:15][CH:14]([C:17](=[O:26])[C:18]3[CH:23]=[CH:22][C:21]([O:24][CH3:25])=[CH:20][CH:19]=3)[CH2:13][CH2:12]2)=[O:10])=[CH:4][CH:3]=1.[CH3:28][O:29][CH2:30][CH2:31][N:32]1[CH:36]=[C:35](B2OC(C)(C)C(C)(C)O2)[CH:34]=[N:33]1.C(=O)([O-])[O-].[Cs+].[Cs+].ClCCl, predict the reaction product. The product is: [CH3:28][O:29][CH2:30][CH2:31][N:32]1[CH:36]=[C:35]([C:2]2[CH:7]=[CH:6][C:5]([N:8]([CH3:27])[C:9]([N:11]3[CH2:16][CH2:15][CH:14]([C:17](=[O:26])[C:18]4[CH:19]=[CH:20][C:21]([O:24][CH3:25])=[CH:22][CH:23]=4)[CH2:13][CH2:12]3)=[O:10])=[CH:4][CH:3]=2)[CH:34]=[N:33]1. (5) Given the reactants [CH:1]([N:4]1[CH2:9][CH2:8][N:7]([C:10]([C:12]2[CH:19]=[CH:18][C:15]([CH:16]=O)=[CH:14][CH:13]=2)=[O:11])[CH2:6][CH2:5]1)([CH3:3])[CH3:2].[Cl:20][C:21]1[CH:22]=[CH:23][C:24]([NH2:27])=[N:25][CH:26]=1, predict the reaction product. The product is: [ClH:20].[ClH:20].[Cl:20][C:21]1[CH:22]=[CH:23][C:24]([NH:27][CH2:16][C:15]2[CH:18]=[CH:19][C:12]([C:10]([N:7]3[CH2:8][CH2:9][N:4]([CH:1]([CH3:3])[CH3:2])[CH2:5][CH2:6]3)=[O:11])=[CH:13][CH:14]=2)=[N:25][CH:26]=1.